From a dataset of Peptide-MHC class II binding affinity with 134,281 pairs from IEDB. Regression. Given a peptide amino acid sequence and an MHC pseudo amino acid sequence, predict their binding affinity value. This is MHC class II binding data. The peptide sequence is FFVFLALAGRSCTEE. The MHC is DRB1_0301 with pseudo-sequence DRB1_0301. The binding affinity (normalized) is 0.505.